Dataset: Full USPTO retrosynthesis dataset with 1.9M reactions from patents (1976-2016). Task: Predict the reactants needed to synthesize the given product. Given the product [Cl:17][C:18]1[CH:19]=[C:20]2[C:24](=[CH:25][CH:26]=1)[C:23](=[O:27])[NH:22][CH:21]2[CH3:28].[Cl:30][C:31]1[CH:39]=[C:38]2[C:34]([CH:35]([CH3:41])[NH:36][C:37]2=[O:40])=[CH:33][CH:32]=1, predict the reactants needed to synthesize it. The reactants are: C([SiH](CC)CC)C.B(F)(F)F.CCOCC.[Cl:17][C:18]1[CH:19]=[C:20]2[C:24](=[CH:25][CH:26]=1)[C:23](=[O:27])[NH:22][C:21]2(O)[CH3:28].[Cl:30][C:31]1[CH:39]=[C:38]2[C:34]([C:35](O)([CH3:41])[NH:36][C:37]2=[O:40])=[CH:33][CH:32]=1.C([O-])(O)=O.[Na+].